This data is from Catalyst prediction with 721,799 reactions and 888 catalyst types from USPTO. The task is: Predict which catalyst facilitates the given reaction. (1) Reactant: [CH3:1][O:2][C:3]1[CH:4]=[C:5]([CH:16]=[CH:17][CH:18]=1)[C:6](=[NH:15])[NH:7][C:8]1[CH:13]=[CH:12][CH:11]=[CH:10][C:9]=1[CH3:14].Cl[CH2:20][CH:21]=O.C(=O)(O)[O-].[Na+]. Product: [CH3:1][O:2][C:3]1[CH:4]=[C:5]([C:6]2[N:7]([C:8]3[CH:13]=[CH:12][CH:11]=[CH:10][C:9]=3[CH3:14])[CH:20]=[CH:21][N:15]=2)[CH:16]=[CH:17][CH:18]=1. The catalyst class is: 41. (2) Reactant: [C:1](N1C=CN=C1)(N1C=CN=C1)=[O:2].[Br:13][C:14]1[CH:19]=[CH:18][C:17]([OH:20])=[C:16]([CH2:21][NH:22][C:23]2[CH:28]=[CH:27][CH:26]=[CH:25][CH:24]=2)[CH:15]=1. Product: [Br:13][C:14]1[CH:19]=[CH:18][C:17]2[O:20][C:1](=[O:2])[N:22]([C:23]3[CH:24]=[CH:25][CH:26]=[CH:27][CH:28]=3)[CH2:21][C:16]=2[CH:15]=1. The catalyst class is: 79. (3) Reactant: C([O:5][C:6]([C:8]1[C:9]([C:21]2[CH:26]=[CH:25][C:24]([F:27])=[CH:23][CH:22]=2)([CH3:20])[N:10]=[C:11]([C:15]2[S:16][CH:17]=[CH:18][N:19]=2)[NH:12][C:13]=1[CH3:14])=O)(C)(C)C.C(O)(C(F)(F)F)=O.C[N:36](C(ON1N=NC2C=CC=NC1=2)=[N+](C)C)C.F[P-](F)(F)(F)(F)F.N. Product: [F:27][C:24]1[CH:23]=[CH:22][C:21]([C:9]2([CH3:20])[C:8]([C:6]([NH2:36])=[O:5])=[C:13]([CH3:14])[NH:12][C:11]([C:15]3[S:16][CH:17]=[CH:18][N:19]=3)=[N:10]2)=[CH:26][CH:25]=1. The catalyst class is: 135. (4) Product: [CH3:18][C:4]1[CH:5]=[C:6]([O:8][C@@H:9]2[CH2:13][CH2:12][N:11]([S:14]([CH3:17])(=[O:16])=[O:15])[CH2:10]2)[CH:7]=[C:2]([CH3:1])[C:3]=1[C:19]1[CH:24]=[CH:23][CH:22]=[C:21]([CH2:25][O:26][C:27]2[CH:40]=[CH:39][C:30]3[C@H:31]([CH2:34][C:35]([OH:37])=[O:36])[CH2:32][O:33][C:29]=3[CH:28]=2)[CH:20]=1. Reactant: [CH3:1][C:2]1[CH:7]=[C:6]([O:8][C@@H:9]2[CH2:13][CH2:12][N:11]([S:14]([CH3:17])(=[O:16])=[O:15])[CH2:10]2)[CH:5]=[C:4]([CH3:18])[C:3]=1[C:19]1[CH:24]=[CH:23][CH:22]=[C:21]([CH2:25][O:26][C:27]2[CH:40]=[CH:39][C:30]3[C@H:31]([CH2:34][C:35]([O:37]C)=[O:36])[CH2:32][O:33][C:29]=3[CH:28]=2)[CH:20]=1.[OH-].[Na+].C(O)(=O)CC(CC(O)=O)(C(O)=O)O. The catalyst class is: 5.